Dataset: Full USPTO retrosynthesis dataset with 1.9M reactions from patents (1976-2016). Task: Predict the reactants needed to synthesize the given product. (1) Given the product [O:37]=[C:36]([C:38]1[S:39][CH:40]=[CH:41][CH:42]=1)[CH2:35][NH:34][C:12]([C:10]1[S:11][C:7]2[C:6]([N:15]3[CH2:20][CH2:19][O:18][CH2:17][CH2:16]3)=[CH:5][CH:4]=[C:3]([O:2][CH3:1])[C:8]=2[N:9]=1)=[O:14], predict the reactants needed to synthesize it. The reactants are: [CH3:1][O:2][C:3]1[C:8]2[N:9]=[C:10]([C:12]([OH:14])=O)[S:11][C:7]=2[C:6]([N:15]2[CH2:20][CH2:19][O:18][CH2:17][CH2:16]2)=[CH:5][CH:4]=1.C(N1C=CN=C1)(N1C=CN=C1)=O.Cl.[NH2:34][CH2:35][C:36]([C:38]1[S:39][CH:40]=[CH:41][CH:42]=1)=[O:37].C(N(CC)CC)C. (2) Given the product [CH2:28]([S:25]([NH:24][C:19]1[CH:20]=[CH:21][CH:22]=[CH:23][C:18]=1[C:11](=[C:12]1[CH2:13][CH2:14][NH:15][CH2:16][CH2:17]1)[C:8]1[CH:7]=[CH:6][C:5]([C:4]([N:3]([CH2:1][CH3:2])[CH2:35][CH3:36])=[O:34])=[CH:10][CH:9]=1)(=[O:27])=[O:26])[CH2:29][CH2:30][CH3:31], predict the reactants needed to synthesize it. The reactants are: [CH2:1]([N:3]([CH2:35][CH3:36])[C:4](=[O:34])[C:5]1[CH:10]=[CH:9][C:8]([C:11]([C:18]2[CH:23]=[CH:22][CH:21]=[CH:20][C:19]=2[NH:24][S:25]([C:28]2C=C[CH:31]=[CH:30][CH:29]=2)(=[O:27])=[O:26])=[C:12]2[CH2:17][CH2:16][NH:15][CH2:14][CH2:13]2)=[CH:7][CH:6]=1)[CH3:2].CC(OC(N1CCC(=C(C2C=CC=CC=2N)C2C=CC(C(N(CC)CC)=O)=CC=2)CC1)=O)(C)C.C(S(Cl)(=O)=O)CCC.C(O)(C(F)(F)F)=O. (3) The reactants are: C([NH:8][C:9]1[CH:17]=[C:16]2[C:12]([C:13]([CH3:23])([CH3:22])[C:14](=[O:21])[N:15]2[CH:18]([CH3:20])[CH3:19])=[CH:11][CH:10]=1)C1C=CC=CC=1. Given the product [NH2:8][C:9]1[CH:17]=[C:16]2[C:12]([C:13]([CH3:23])([CH3:22])[C:14](=[O:21])[N:15]2[CH:18]([CH3:19])[CH3:20])=[CH:11][CH:10]=1, predict the reactants needed to synthesize it. (4) Given the product [O:1]=[CH:2][C@@H:3]([C@H:5]([C@@H:7]([C@@H:9]([CH2:11][OH:13])[OH:10])[OH:8])[OH:6])[OH:4].[O:1]=[CH:2][C@@H:3]([C@H:5]([C@@H:7]([CH2:9][OH:10])[OH:8])[OH:6])[OH:4], predict the reactants needed to synthesize it. The reactants are: [O:1]=[CH:2][C@@H:3]([C@H:5]([C@@H:7]([CH2:9][OH:10])[OH:8])[OH:6])[OH:4].[CH2:11]([OH:13])C. (5) Given the product [ClH:31].[ClH:31].[C:12]1([CH:11]2[CH2:10][C:9]3([CH2:18][CH2:19][NH:20][CH2:21][CH2:22]3)[C:8](=[O:30])[NH:7]2)[CH:13]=[CH:14][CH:15]=[CH:16][CH:17]=1, predict the reactants needed to synthesize it. The reactants are: C(S([N:7]1[CH:11]([C:12]2[CH:17]=[CH:16][CH:15]=[CH:14][CH:13]=2)[CH2:10][C:9]2([CH2:22][CH2:21][N:20](C(OC(C)(C)C)=O)[CH2:19][CH2:18]2)[C:8]1=[O:30])=O)(C)(C)C.[ClH:31]. (6) Given the product [CH2:14]1[C:8]2[C:9](=[N:10][C:4]3[C:5]([CH:7]=2)=[CH:6][CH:1]=[CH:2][CH:3]=3)[CH2:11][CH2:12][CH2:13]1, predict the reactants needed to synthesize it. The reactants are: [CH:1]1[CH:2]=[CH:3][C:4]2[C:5](=[C:7](N)[C:8]3[CH2:14][CH2:13][CH2:12][CH2:11][C:9]=3[N:10]=2)[CH:6]=1.BrCCCC(Cl)=O. (7) The reactants are: [CH:1]1([CH2:7][C:8]2[N:12]([C:13]3[CH:18]=[C:17]([C:19]([CH3:22])([CH3:21])[CH3:20])[N:16]=[C:15]([C:23]([CH3:26])([CH3:25])[CH3:24])[CH:14]=3)[N:11]=[C:10]([C:27]([O:29][CH2:30][CH3:31])=[O:28])[CH:9]=2)[CH2:6][CH2:5][CH2:4][CH2:3][CH2:2]1.C(Cl)[Cl:33]. Given the product [Cl:33][C:9]1[C:10]([C:27]([O:29][CH2:30][CH3:31])=[O:28])=[N:11][N:12]([C:13]2[CH:14]=[C:15]([C:23]([CH3:24])([CH3:26])[CH3:25])[N:16]=[C:17]([C:19]([CH3:20])([CH3:21])[CH3:22])[CH:18]=2)[C:8]=1[CH2:7][CH:1]1[CH2:2][CH2:3][CH2:4][CH2:5][CH2:6]1, predict the reactants needed to synthesize it. (8) The reactants are: [CH2:1]([O:8][C:9]([NH:11][CH2:12][CH2:13][CH2:14][C@H:15]([NH:28]C(OC(C)(C)C)=O)[C:16]([NH:18][CH2:19][CH2:20][CH2:21][CH2:22][CH2:23][C:24]([O:26][CH3:27])=[O:25])=[O:17])=[O:10])[C:2]1[CH:7]=[CH:6][CH:5]=[CH:4][CH:3]=1.[ClH:36]. Given the product [ClH:36].[NH2:28][C@@H:15]([CH2:14][CH2:13][CH2:12][NH:11][C:9]([O:8][CH2:1][C:2]1[CH:7]=[CH:6][CH:5]=[CH:4][CH:3]=1)=[O:10])[C:16]([NH:18][CH2:19][CH2:20][CH2:21][CH2:22][CH2:23][C:24]([O:26][CH3:27])=[O:25])=[O:17], predict the reactants needed to synthesize it. (9) Given the product [Br:1][C:2]1[S:6][C:5]([C:7]2[CH:12]=[CH:11][N:10]=[C:9]([NH:13][C:14]3[CH:21]=[CH:20][CH:19]=[C:16]([CH2:17][N:27]4[CH2:28][CH2:29][CH:24]([N:23]([CH3:30])[CH3:22])[CH2:25][CH2:26]4)[CH:15]=3)[N:8]=2)=[CH:4][CH:3]=1, predict the reactants needed to synthesize it. The reactants are: [Br:1][C:2]1[S:6][C:5]([C:7]2[CH:12]=[CH:11][N:10]=[C:9]([NH:13][C:14]3[CH:15]=[C:16]([CH:19]=[CH:20][CH:21]=3)[CH:17]=O)[N:8]=2)=[CH:4][CH:3]=1.[CH3:22][N:23]([CH3:30])[CH:24]1[CH2:29][CH2:28][NH:27][CH2:26][CH2:25]1. (10) Given the product [CH3:1][O:2][C:3]1[CH:4]=[CH:5][C:6]([C:9]2[CH:14]=[CH:13][C:12]([S:15]([NH:18][CH2:19][C:20]3[NH:34][N:33]=[N:32][C:21]=3[C:22]3[CH:27]=[CH:26][CH:25]=[CH:24][CH:23]=3)(=[O:17])=[O:16])=[CH:11][CH:10]=2)=[CH:7][CH:8]=1, predict the reactants needed to synthesize it. The reactants are: [CH3:1][O:2][C:3]1[CH:8]=[CH:7][C:6]([C:9]2[CH:14]=[CH:13][C:12]([S:15]([NH:18][CH2:19][C:20]#[C:21][C:22]3[CH:27]=[CH:26][CH:25]=[CH:24][CH:23]=3)(=[O:17])=[O:16])=[CH:11][CH:10]=2)=[CH:5][CH:4]=1.[Si]([N:32]=[N+:33]=[N-:34])(C)(C)C.